Dataset: Reaction yield outcomes from USPTO patents with 853,638 reactions. Task: Predict the reaction yield, written as a fraction of the theoretical maximum amount of product (1.0 means a 100% yield; for example, 0.34 means a 34% yield). (1) The reactants are Br[CH2:2][C:3]1[CH:8]=[CH:7][C:6]([O:9][CH3:10])=[CH:5][C:4]=1[Cl:11].[CH3:12][C:13]1[N:18]=[C:17]([SH:19])[N:16]=[C:15]([OH:20])[CH:14]=1.C(N(CC)CC)C. The catalyst is C(O)C. The product is [Cl:11][C:4]1[CH:5]=[C:6]([O:9][CH3:10])[CH:7]=[CH:8][C:3]=1[CH2:2][S:19][C:17]1[N:16]=[C:15]([OH:20])[CH:14]=[C:13]([CH3:12])[N:18]=1. The yield is 0.810. (2) The reactants are [C:1]1([S:7]([N:10]2[C:18]3[C:13](=[CH:14][CH:15]=[CH:16][CH:17]=3)[CH:12]=[C:11]2[CH:19]([C:21]2[CH:26]=[CH:25][CH:24]=[C:23]([C:27]3[N:28]([S:36]([C:39]4[CH:44]=[CH:43][CH:42]=[CH:41][CH:40]=4)(=[O:38])=[O:37])[C:29]4[C:34]([CH:35]=3)=[CH:33][CH:32]=[CH:31][CH:30]=4)[CH:22]=2)[OH:20])(=[O:9])=[O:8])[CH:6]=[CH:5][CH:4]=[CH:3][CH:2]=1.CN(C=O)C.O. The catalyst is C(Cl)Cl. The product is [C:1]1([S:7]([N:10]2[C:18]3[C:13](=[CH:14][CH:15]=[CH:16][CH:17]=3)[CH:12]=[C:11]2[C:19]([C:21]2[CH:26]=[CH:25][CH:24]=[C:23]([C:27]3[N:28]([S:36]([C:39]4[CH:44]=[CH:43][CH:42]=[CH:41][CH:40]=4)(=[O:37])=[O:38])[C:29]4[C:34]([CH:35]=3)=[CH:33][CH:32]=[CH:31][CH:30]=4)[CH:22]=2)=[O:20])(=[O:8])=[O:9])[CH:2]=[CH:3][CH:4]=[CH:5][CH:6]=1. The yield is 0.700. (3) The reactants are [CH3:1][O:2][C:3]1[CH:4]=[CH:5][C:6]([NH:12][C:13]2[N:17]([C:18]3[CH:23]=[CH:22][CH:21]=[CH:20][CH:19]=3)[N:16]=[CH:15][CH:14]=2)=[C:7]([CH:11]=1)[C:8](O)=[O:9].Cl.[CH2:25]([NH2:32])[C:26]1[CH:31]=[CH:30][CH:29]=[CH:28][CH:27]=1.CCN=C=NCCCN(C)C.C1C=CC2N(O)N=NC=2C=1.C(N(CC)CC)C. The catalyst is CN(C=O)C. The product is [CH2:25]([NH:32][C:8](=[O:9])[C:7]1[CH:11]=[C:3]([O:2][CH3:1])[CH:4]=[CH:5][C:6]=1[NH:12][C:13]1[N:17]([C:18]2[CH:23]=[CH:22][CH:21]=[CH:20][CH:19]=2)[N:16]=[CH:15][CH:14]=1)[C:26]1[CH:31]=[CH:30][CH:29]=[CH:28][CH:27]=1. The yield is 0.300.